From a dataset of Full USPTO retrosynthesis dataset with 1.9M reactions from patents (1976-2016). Predict the reactants needed to synthesize the given product. (1) Given the product [F:8][C:7]([F:9])([CH:6]([F:10])[C:5]([F:12])([F:11])[F:4])[CH:2]([OH:3])[CH3:1], predict the reactants needed to synthesize it. The reactants are: [CH3:1][CH2:2][OH:3].[F:4][C:5]([F:12])([F:11])[C:6]([F:10])=[C:7]([F:9])[F:8]. (2) Given the product [F:1][C:2]([F:22])([F:21])[C:3]([C:5]1[CH:10]=[CH:9][C:8]([CH:11]([NH:13][C:14](=[O:20])[O:15][C:16]([CH3:19])([CH3:18])[CH3:17])[CH3:12])=[CH:7][CH:6]=1)=[N:23][OH:24], predict the reactants needed to synthesize it. The reactants are: [F:1][C:2]([F:22])([F:21])[C:3]([C:5]1[CH:10]=[CH:9][C:8]([CH:11]([NH:13][C:14](=[O:20])[O:15][C:16]([CH3:19])([CH3:18])[CH3:17])[CH3:12])=[CH:7][CH:6]=1)=O.[NH2:23][OH:24]. (3) Given the product [Br:1][C:2]1[CH:3]=[C:4]2[C:9](=[CH:10][CH:11]=1)[O:8][CH:7]([C:12]1[CH:17]=[CH:16][CH:15]=[CH:14][C:13]=1[CH3:18])[CH2:6][CH2:5]2, predict the reactants needed to synthesize it. The reactants are: [Br:1][C:2]1[CH:3]=[C:4]2[C:9](=[CH:10][CH:11]=1)[O:8][CH:7]([C:12]1[CH:17]=[CH:16][CH:15]=[CH:14][C:13]=1[CH3:18])[CH2:6][CH:5]2O.C([SiH](CC)CC)C.FC(F)(F)C(O)=O. (4) Given the product [CH:32]1([CH2:31][O:30][C:22]2[CH:23]=[CH:24][C:25]([CH:27]([CH3:29])[CH3:28])=[CH:26][C:21]=2[C:20]2[C:15]3[NH:14][C:13]([CH3:35])=[C:12]([C:10]([NH:9][C@H:6]4[CH2:7][CH2:8][C@@H:3]([NH:2][C:41](=[O:42])[C@@H:40]([OH:39])[CH3:44])[CH2:4][CH2:5]4)=[O:11])[C:16]=3[N:17]=[CH:18][N:19]=2)[CH2:33][CH2:34]1, predict the reactants needed to synthesize it. The reactants are: Cl.[NH2:2][C@@H:3]1[CH2:8][CH2:7][C@H:6]([NH:9][C:10]([C:12]2[C:16]3[N:17]=[CH:18][N:19]=[C:20]([C:21]4[CH:26]=[C:25]([CH:27]([CH3:29])[CH3:28])[CH:24]=[CH:23][C:22]=4[O:30][CH2:31][CH:32]4[CH2:34][CH2:33]4)[C:15]=3[NH:14][C:13]=2[CH3:35])=[O:11])[CH2:5][CH2:4]1.C([O:39][C@@H:40]([CH3:44])[C:41](Cl)=[O:42])(=O)C. (5) Given the product [OH:2][C:3]1[CH:8]=[CH:7][C:6]([C:9]2[CH:10]=[C:11]3[C:12]([CH2:15][C:16](=[O:17])[NH:24]3)=[CH:13][CH:14]=2)=[CH:5][CH:4]=1, predict the reactants needed to synthesize it. The reactants are: Cl.[OH:2][C:3]1[CH:8]=[CH:7][C:6]([C:9]2[CH:14]=[CH:13][C:12]([CH:15](C(OC)=O)[C:16](OC)=[O:17])=[C:11]([N+:24]([O-])=O)[CH:10]=2)=[CH:5][CH:4]=1.[Sn]. (6) The reactants are: [CH:1]1([C:4]2[CH:9]=[CH:8][C:7]([CH:10]3[N:14]([CH2:15][CH2:16][C:17]4[CH:22]=[CH:21][C:20]([O:23][CH3:24])=[CH:19][CH:18]=4)[C:13](=[O:25])[C:12]4([CH2:30][CH2:29][NH:28][CH2:27][CH2:26]4)[N:11]3[CH3:31])=[CH:6][CH:5]=2)[CH2:3][CH2:2]1.C(O)(C(F)(F)F)=O.C(N(CC)CC)C.[CH:46]1([C:49](Cl)=[O:50])[CH2:48][CH2:47]1. Given the product [CH:46]1([C:49]([N:28]2[CH2:27][CH2:26][C:12]3([N:11]([CH3:31])[CH:10]([C:7]4[CH:8]=[CH:9][C:4]([CH:1]5[CH2:3][CH2:2]5)=[CH:5][CH:6]=4)[N:14]([CH2:15][CH2:16][C:17]4[CH:22]=[CH:21][C:20]([O:23][CH3:24])=[CH:19][CH:18]=4)[C:13]3=[O:25])[CH2:30][CH2:29]2)=[O:50])[CH2:48][CH2:47]1, predict the reactants needed to synthesize it. (7) Given the product [CH3:41][C:31]1[CH:36]=[CH:35][C:34]([S:37]([NH:1][C:2]2[CH:7]=[CH:6][C:5]([N:8]3[CH2:9][CH2:10][NH:11][CH2:12][CH2:13]3)=[CH:4][C:3]=2[NH:21][S:22]([C:25]2[CH:26]=[CH:27][CH:28]=[CH:29][CH:30]=2)(=[O:23])=[O:24])(=[O:39])=[O:38])=[CH:33][CH:32]=1, predict the reactants needed to synthesize it. The reactants are: [NH2:1][C:2]1[CH:7]=[CH:6][C:5]([N:8]2[CH2:13][CH2:12][N:11](C(OC(C)(C)C)=O)[CH2:10][CH2:9]2)=[CH:4][C:3]=1[NH:21][S:22]([C:25]1[CH:30]=[CH:29][CH:28]=[CH:27][CH:26]=1)(=[O:24])=[O:23].[C:31]1([CH3:41])[CH:36]=[CH:35][C:34]([S:37](Cl)(=[O:39])=[O:38])=[CH:33][CH:32]=1. (8) Given the product [C:11]([C:15]1[CH:19]=[C:18]([NH:20][C:2](=[O:3])[O:4][C:5]2[CH:10]=[CH:9][CH:8]=[CH:7][CH:6]=2)[N:17]([CH3:21])[N:16]=1)([CH3:14])([CH3:12])[CH3:13], predict the reactants needed to synthesize it. The reactants are: Cl[C:2]([O:4][C:5]1[CH:10]=[CH:9][CH:8]=[CH:7][CH:6]=1)=[O:3].[C:11]([C:15]1[CH:19]=[C:18]([NH2:20])[N:17]([CH3:21])[N:16]=1)([CH3:14])([CH3:13])[CH3:12].C(=O)(O)[O-].[Na+]. (9) Given the product [Cl:10][C:28]1[N:29]=[C:24]([C:23]2[C:16]3[C:17](=[N:18][C:19]([CH3:20])=[C:14]([F:13])[CH:15]=3)[N:21]([CH2:39][C:40]3[CH:45]=[CH:44][C:43]([O:46][CH3:47])=[CH:42][CH:41]=3)[N:22]=2)[N:25]=[N:26][C:27]=1[C:31]1([C:34]([O:36][CH2:37][CH3:38])=[O:35])[CH2:33][CH2:32]1, predict the reactants needed to synthesize it. The reactants are: S1(=O)(=O)CCCC1.P(Cl)(Cl)([Cl:10])=O.[F:13][C:14]1[CH:15]=[C:16]2[C:23]([C:24]3[N:25]=[N:26][C:27]([C:31]4([C:34]([O:36][CH2:37][CH3:38])=[O:35])[CH2:33][CH2:32]4)=[C:28](O)[N:29]=3)=[N:22][N:21]([CH2:39][C:40]3[CH:45]=[CH:44][C:43]([O:46][CH3:47])=[CH:42][CH:41]=3)[C:17]2=[N:18][C:19]=1[CH3:20].